Dataset: Reaction yield outcomes from USPTO patents with 853,638 reactions. Task: Predict the reaction yield, written as a fraction of the theoretical maximum amount of product (1.0 means a 100% yield; for example, 0.34 means a 34% yield). (1) The reactants are [F:1][C:2]([F:15])([O:6][C:7]1[CH:8]=[C:9]([CH:12]=[CH:13][CH:14]=1)[CH:10]=[O:11])[CH:3]([F:5])[F:4].[O:16]([C:23]1[CH:24]=[C:25]([NH:29][CH2:30][CH:31](O)[C:32]([F:35])([F:34])[F:33])[CH:26]=[CH:27][CH:28]=1)[C:17]1[CH:22]=[CH:21][CH:20]=[CH:19][CH:18]=1. The catalyst is C1(C)C=CC=CC=1. The product is [O:16]([C:23]1[CH:24]=[C:25]([N:29]2[CH2:30][CH:31]([C:32]([F:33])([F:34])[F:35])[O:11][CH:10]2[C:9]2[CH:12]=[CH:13][CH:14]=[C:7]([O:6][C:2]([F:15])([F:1])[CH:3]([F:4])[F:5])[CH:8]=2)[CH:26]=[CH:27][CH:28]=1)[C:17]1[CH:18]=[CH:19][CH:20]=[CH:21][CH:22]=1. The yield is 0.920. (2) The reactants are C1(P([CH2:15][S:16]([NH:19][C:20](=[O:26])[O:21][C:22]([CH3:25])([CH3:24])[CH3:23])(=[O:18])=[O:17])(C2C=CC=CC=2)=O)C=CC=CC=1.[H-].[Na+].[Cl:29][C:30]1[CH:47]=[C:46]([Cl:48])[CH:45]=[CH:44][C:31]=1[CH2:32][N:33]1[C:37]([CH:38]=O)=[CH:36][C:35]([O:40][CH2:41][O:42][CH3:43])=[N:34]1.[Cl-].[Na+]. The catalyst is CN(C)C=O. The product is [Cl:29][C:30]1[CH:47]=[C:46]([Cl:48])[CH:45]=[CH:44][C:31]=1[CH2:32][N:33]1[C:37](/[CH:38]=[CH:15]/[S:16]([NH:19][C:20](=[O:26])[O:21][C:22]([CH3:24])([CH3:23])[CH3:25])(=[O:18])=[O:17])=[CH:36][C:35]([O:40][CH2:41][O:42][CH3:43])=[N:34]1. The yield is 0.420. (3) The reactants are Cl.[CH3:2][C@@H:3]1[CH2:8][CH2:7][NH:6][CH2:5][C@@H:4]1[C:9]1[N:13]2[C:14]3[CH:20]=[CH:19][NH:18][C:15]=3[N:16]=[CH:17][C:12]2=[CH:11][N:10]=1.C1COCC1.Cl[C:27]([O:29][C:30]1[CH:35]=[CH:34][CH:33]=[CH:32][CH:31]=1)=[O:28]. The catalyst is CC#N.CN(C1C=CN=CC=1)C.C(Cl)Cl. The product is [C:9]1([C@@H:4]2[C@H:3]([CH3:2])[CH2:8][CH2:7][N:6]([C:27]([O:29][C:30]3[CH:35]=[CH:34][CH:33]=[CH:32][CH:31]=3)=[O:28])[CH2:5]2)[N:13]2[C:14]3[CH:20]=[CH:19][NH:18][C:15]=3[N:16]=[CH:17][C:12]2=[CH:11][N:10]=1. The yield is 0.110. (4) The reactants are Cl[C:2]1[CH:7]=[CH:6][C:5]([Cl:8])=[CH:4][N:3]=1.[C:9]([O-])([O-])=O.[K+].[K+].C[CH:16]([SH:20])[C:17]([O-:19])=[O:18].O. The catalyst is CN(C=O)C. The product is [CH3:9][O:19][C:17](=[O:18])[CH2:16][S:20][C:2]1[CH:7]=[CH:6][C:5]([Cl:8])=[CH:4][N:3]=1. The yield is 0.360. (5) The reactants are C(OC(=O)[NH:7][CH:8]([CH3:16])[CH2:9][N:10]1[CH2:15][CH2:14][O:13][CH2:12][CH2:11]1)(C)(C)C.Cl. The catalyst is CO. The product is [CH3:16][C@H:8]([NH2:7])[CH2:9][N:10]1[CH2:15][CH2:14][O:13][CH2:12][CH2:11]1. The yield is 0.960. (6) The reactants are Br[C:2]1[C:7](=[O:8])[N:6]([CH2:9][C:10]2[CH:15]=[CH:14][C:13]([C:16]3[C:17]([C:22]#[N:23])=[CH:18][CH:19]=[CH:20][CH:21]=3)=[CH:12][C:11]=2[F:24])[C:5]([CH2:25][CH2:26][CH3:27])=[N:4][C:3]=1[CH3:28].[CH:29]([O:32][C:33]1[N:38]=[CH:37][C:36](B(O)O)=[CH:35][CH:34]=1)([CH3:31])[CH3:30].C(=O)([O-])[O-].[Cs+].[Cs+].O1CCOCC1. The catalyst is C(OCC)(=O)C.C1C=CC(P(C2C=CC=CC=2)[C-]2C=CC=C2)=CC=1.C1C=CC(P(C2C=CC=CC=2)[C-]2C=CC=C2)=CC=1.Cl[Pd]Cl.[Fe+2].ClCCl. The product is [F:24][C:11]1[CH:12]=[C:13]([C:16]2[C:17]([C:22]#[N:23])=[CH:18][CH:19]=[CH:20][CH:21]=2)[CH:14]=[CH:15][C:10]=1[CH2:9][N:6]1[C:7](=[O:8])[C:2]([C:36]2[CH:37]=[N:38][C:33]([O:32][CH:29]([CH3:31])[CH3:30])=[CH:34][CH:35]=2)=[C:3]([CH3:28])[N:4]=[C:5]1[CH2:25][CH2:26][CH3:27]. The yield is 0.910. (7) The reactants are [CH3:1][C:2]1[CH:7]=[CH:6][N:5]=[CH:4][C:3]=1[N:8]1[CH2:12][CH2:11][NH:10][C:9]1=[O:13].Br[C:15]1[CH:16]=[C:17]2[C:21](=[CH:22][CH:23]=1)[N:20]([CH3:24])[CH:19]=[CH:18]2.N[C@@H]1CCCC[C@H]1N.C(=O)([O-])[O-].[K+].[K+]. The catalyst is [Cu](I)I.O1CCOCC1. The product is [CH3:24][N:20]1[C:21]2[C:17](=[CH:16][C:15]([N:10]3[CH2:11][CH2:12][N:8]([C:3]4[CH:4]=[N:5][CH:6]=[CH:7][C:2]=4[CH3:1])[C:9]3=[O:13])=[CH:23][CH:22]=2)[CH:18]=[CH:19]1. The yield is 0.270.